Dataset: Catalyst prediction with 721,799 reactions and 888 catalyst types from USPTO. Task: Predict which catalyst facilitates the given reaction. (1) Reactant: [CH3:1][C:2]1[S:6][C:5]([C:7]([O:9][CH3:10])=[O:8])=[CH:4][C:3]=1[N+:11]([O-:13])=[O:12].[Cl:14][C:15]1[CH:22]=[CH:21][C:18]([CH:19]=O)=[CH:17][CH:16]=1.N1CCCC1. Product: [Cl:14][C:15]1[CH:22]=[CH:21][C:18](/[CH:19]=[CH:1]/[C:2]2[S:6][C:5]([C:7]([O:9][CH3:10])=[O:8])=[CH:4][C:3]=2[N+:11]([O-:13])=[O:12])=[CH:17][CH:16]=1. The catalyst class is: 5. (2) Reactant: [CH2:1]([O:5][CH2:6][CH2:7][O:8][C:9]1[CH:14]=[CH:13][C:12]([C:15]2[CH:16]=[CH:17][C:18]3[N:24]([CH2:25][CH:26](C)[CH3:27])[CH2:23][CH2:22][C:21]([C:29]([NH:31][C:32]4[CH:37]=[CH:36][C:35]([CH2:38][S:39][C:40]5[CH:45]=[CH:44][CH:43]=[CH:42][N:41]=5)=[CH:34][CH:33]=4)=[O:30])=[CH:20][C:19]=3[CH:46]=2)=[CH:11][CH:10]=1)[CH2:2][CH2:3][CH3:4].ClC1C=CC=C(C(OO)=[O:55])C=1.S([O-])([O-])(=O)=S.[Na+].[Na+]. Product: [CH2:1]([O:5][CH2:6][CH2:7][O:8][C:9]1[CH:14]=[CH:13][C:12]([C:15]2[CH:16]=[CH:17][C:18]3[N:24]([CH2:25][CH2:26][CH3:27])[CH2:23][CH2:22][C:21]([C:29]([NH:31][C:32]4[CH:37]=[CH:36][C:35]([CH2:38][S:39]([C:40]5[CH:45]=[CH:44][CH:43]=[CH:42][N:41]=5)=[O:55])=[CH:34][CH:33]=4)=[O:30])=[CH:20][C:19]=3[CH:46]=2)=[CH:11][CH:10]=1)[CH2:2][CH2:3][CH3:4]. The catalyst class is: 2.